Task: Regression. Given two drug SMILES strings and cell line genomic features, predict the synergy score measuring deviation from expected non-interaction effect.. Dataset: NCI-60 drug combinations with 297,098 pairs across 59 cell lines (1) Drug 1: C1=CC(=CC=C1C#N)C(C2=CC=C(C=C2)C#N)N3C=NC=N3. Drug 2: CCC1(CC2CC(C3=C(CCN(C2)C1)C4=CC=CC=C4N3)(C5=C(C=C6C(=C5)C78CCN9C7C(C=CC9)(C(C(C8N6C=O)(C(=O)OC)O)OC(=O)C)CC)OC)C(=O)OC)O.OS(=O)(=O)O. Cell line: BT-549. Synergy scores: CSS=12.0, Synergy_ZIP=0.222, Synergy_Bliss=-2.29, Synergy_Loewe=-14.7, Synergy_HSA=-1.86. (2) Drug 1: CN(C)C1=NC(=NC(=N1)N(C)C)N(C)C. Drug 2: CN1C2=C(C=C(C=C2)N(CCCl)CCCl)N=C1CCCC(=O)O.Cl. Cell line: COLO 205. Synergy scores: CSS=-0.296, Synergy_ZIP=4.30, Synergy_Bliss=7.99, Synergy_Loewe=-2.71, Synergy_HSA=-1.56. (3) Drug 1: C1=C(C(=O)NC(=O)N1)N(CCCl)CCCl. Drug 2: CN1C(=O)N2C=NC(=C2N=N1)C(=O)N. Cell line: HCC-2998. Synergy scores: CSS=12.9, Synergy_ZIP=1.39, Synergy_Bliss=8.18, Synergy_Loewe=-1.11, Synergy_HSA=4.80. (4) Drug 1: C1C(C(OC1N2C=C(C(=O)NC2=O)F)CO)O. Drug 2: CC1=C(N=C(N=C1N)C(CC(=O)N)NCC(C(=O)N)N)C(=O)NC(C(C2=CN=CN2)OC3C(C(C(C(O3)CO)O)O)OC4C(C(C(C(O4)CO)O)OC(=O)N)O)C(=O)NC(C)C(C(C)C(=O)NC(C(C)O)C(=O)NCCC5=NC(=CS5)C6=NC(=CS6)C(=O)NCCC[S+](C)C)O. Cell line: HS 578T. Synergy scores: CSS=37.7, Synergy_ZIP=-6.95, Synergy_Bliss=-5.28, Synergy_Loewe=-11.9, Synergy_HSA=0.451. (5) Drug 1: CC1=C(C=C(C=C1)C(=O)NC2=CC(=CC(=C2)C(F)(F)F)N3C=C(N=C3)C)NC4=NC=CC(=N4)C5=CN=CC=C5. Drug 2: CC1C(C(CC(O1)OC2CC(CC3=C2C(=C4C(=C3O)C(=O)C5=C(C4=O)C(=CC=C5)OC)O)(C(=O)CO)O)N)O.Cl. Cell line: SF-268. Synergy scores: CSS=29.2, Synergy_ZIP=-0.823, Synergy_Bliss=0.552, Synergy_Loewe=-12.4, Synergy_HSA=0.707. (6) Drug 1: CCC(=C(C1=CC=CC=C1)C2=CC=C(C=C2)OCCN(C)C)C3=CC=CC=C3.C(C(=O)O)C(CC(=O)O)(C(=O)O)O. Drug 2: CC1C(C(CC(O1)OC2CC(CC3=C2C(=C4C(=C3O)C(=O)C5=C(C4=O)C(=CC=C5)OC)O)(C(=O)CO)O)N)O.Cl. Cell line: SK-MEL-5. Synergy scores: CSS=45.3, Synergy_ZIP=-2.91, Synergy_Bliss=0.474, Synergy_Loewe=-15.7, Synergy_HSA=1.22. (7) Drug 1: CC(CN1CC(=O)NC(=O)C1)N2CC(=O)NC(=O)C2. Drug 2: CC1C(C(CC(O1)OC2CC(CC3=C2C(=C4C(=C3O)C(=O)C5=C(C4=O)C(=CC=C5)OC)O)(C(=O)C)O)N)O.Cl. Cell line: RPMI-8226. Synergy scores: CSS=44.2, Synergy_ZIP=-0.917, Synergy_Bliss=-3.94, Synergy_Loewe=-16.9, Synergy_HSA=-0.229. (8) Drug 1: C1=CC(=CC=C1CC(C(=O)O)N)N(CCCl)CCCl.Cl. Drug 2: COC1=NC(=NC2=C1N=CN2C3C(C(C(O3)CO)O)O)N. Cell line: OVCAR3. Synergy scores: CSS=6.27, Synergy_ZIP=1.57, Synergy_Bliss=4.58, Synergy_Loewe=-11.6, Synergy_HSA=-1.15. (9) Drug 1: C1CCC(CC1)NC(=O)N(CCCl)N=O. Drug 2: CCN(CC)CCCC(C)NC1=C2C=C(C=CC2=NC3=C1C=CC(=C3)Cl)OC. Cell line: BT-549. Synergy scores: CSS=37.8, Synergy_ZIP=-0.460, Synergy_Bliss=1.62, Synergy_Loewe=0.211, Synergy_HSA=2.19. (10) Drug 1: CC12CCC3C(C1CCC2=O)CC(=C)C4=CC(=O)C=CC34C. Drug 2: CC1CCC2CC(C(=CC=CC=CC(CC(C(=O)C(C(C(=CC(C(=O)CC(OC(=O)C3CCCCN3C(=O)C(=O)C1(O2)O)C(C)CC4CCC(C(C4)OC)O)C)C)O)OC)C)C)C)OC. Cell line: UACC62. Synergy scores: CSS=31.7, Synergy_ZIP=-4.15, Synergy_Bliss=-2.87, Synergy_Loewe=-0.914, Synergy_HSA=-0.500.